From a dataset of Reaction yield outcomes from USPTO patents with 853,638 reactions. Predict the reaction yield, written as a fraction of the theoretical maximum amount of product (1.0 means a 100% yield; for example, 0.34 means a 34% yield). (1) The product is [C:1]1([S:7]([C:10]2[C@H:11]([CH3:29])[C@@H:12]([O:24][Si:34]([C:31]([CH3:33])([CH3:32])[CH3:30])([CH3:36])[CH3:35])[C@@H:14]([CH3:13])[C@H:15]([OH:46])[CH:16]=2)(=[O:8])=[O:9])[CH:2]=[CH:3][CH:4]=[CH:5][CH:6]=1. The reactants are [C:1]1([S:7]([CH:10]2[CH:16]=[C:15](SC3C=CC=CC=3)[CH2:14][CH2:13][C@@H:12]([O:24][Si](C)(C)C)[C@H:11]2[CH3:29])(=[O:9])=[O:8])[CH:6]=[CH:5][CH:4]=[CH:3][CH:2]=1.[CH3:30][C:31]([Si:34](Cl)([CH3:36])[CH3:35])([CH3:33])[CH3:32].N1C=CN=C1.C1C[O:46]CC1.CCCC[N+](CCCC)(CCCC)CCCC.[F-]. The catalyst is CN(C=O)C. The yield is 0.840. (2) The reactants are [F:1][C:2]([F:15])([F:14])[S:3]([O:6]S(C(F)(F)F)(=O)=O)(=[O:5])=[O:4].[N:16]1([CH2:23][CH2:24][O:25][C:26]2[CH:45]=[CH:44][C:29]([O:30][C:31]3[C:40]4[C:35](=[CH:36][C:37]([O:41][CH3:42])=[CH:38][CH:39]=4)[CH:34]=[CH:33][C:32]=3O)=[CH:28][CH:27]=2)[CH2:22][CH2:21][CH2:20][CH2:19][CH2:18][CH2:17]1.C(N(CC)CC)C.C(Cl)Cl. The catalyst is [Cl-].[Na+].O. The product is [N:16]1([CH2:23][CH2:24][O:25][C:26]2[CH:27]=[CH:28][C:29]([O:30][C:31]3[C:40]4[C:35](=[CH:36][C:37]([O:41][CH3:42])=[CH:38][CH:39]=4)[CH:34]=[CH:33][C:32]=3[O:6][S:3]([C:2]([F:15])([F:14])[F:1])(=[O:5])=[O:4])=[CH:44][CH:45]=2)[CH2:22][CH2:21][CH2:20][CH2:19][CH2:18][CH2:17]1. The yield is 0.990. (3) The reactants are [CH3:1][C:2]1[CH:11]=[CH:10][C:5]([C:6]([O:8]C)=[O:7])=[CH:4][C:3]=1[C:12]1[NH:16][C:15]2[CH2:17][O:18][CH2:19][CH2:20][C:14]=2[N:13]=1.[OH-].[Na+]. The catalyst is CO.O. The product is [CH3:1][C:2]1[CH:11]=[CH:10][C:5]([C:6]([OH:8])=[O:7])=[CH:4][C:3]=1[C:12]1[NH:16][C:15]2[CH2:17][O:18][CH2:19][CH2:20][C:14]=2[N:13]=1. The yield is 0.890. (4) The reactants are [NH2:1][C:2]1[N:7]=[CH:6][N:5]=[C:4]2[N:8]([CH:12]([C:14]3[O:15][C:16]4[C:21]([C:22](=[O:30])[C:23]=3[C:24]3[CH:29]=[CH:28][CH:27]=[CH:26][CH:25]=3)=[CH:20][CH:19]=[CH:18][CH:17]=4)[CH3:13])[N:9]=[C:10](I)[C:3]=12.[NH:31]1[C:39]2[C:34](=[CH:35][CH:36]=[C:37](B3OC(C)(C)C(C)(C)O3)[CH:38]=2)[CH:33]=[N:32]1.C(=O)([O-])[O-].[Na+].[Na+].ClCCl. The catalyst is CN(C=O)C.C(O)C.O. The product is [NH2:1][C:2]1[N:7]=[CH:6][N:5]=[C:4]2[N:8]([CH:12]([C:14]3[O:15][C:16]4[C:21]([C:22](=[O:30])[C:23]=3[C:24]3[CH:29]=[CH:28][CH:27]=[CH:26][CH:25]=3)=[CH:20][CH:19]=[CH:18][CH:17]=4)[CH3:13])[N:9]=[C:10]([C:37]3[CH:38]=[C:39]4[C:34]([CH:33]=[N:32][NH:31]4)=[CH:35][CH:36]=3)[C:3]=12. The yield is 0.100.